From a dataset of Full USPTO retrosynthesis dataset with 1.9M reactions from patents (1976-2016). Predict the reactants needed to synthesize the given product. (1) Given the product [CH3:6][C:7]1[O:8][C:9]([CH:17]([C:13]2([CH3:12])[CH2:16][O:15][CH2:14]2)[OH:18])=[CH:10][CH:11]=1, predict the reactants needed to synthesize it. The reactants are: C([Li])CCC.[CH3:6][C:7]1[O:8][CH:9]=[CH:10][CH:11]=1.[CH3:12][C:13]1([CH:17]=[O:18])[CH2:16][O:15][CH2:14]1.[Cl-].[NH4+]. (2) Given the product [CH2:18]([N:12]1[CH2:13][CH2:2][CH:1]([C:3]2[CH:8]=[N:7][CH:6]=[CH:5][N:4]=2)[CH2:11]1)[C:19]1[CH:24]=[CH:23][CH:22]=[CH:21][CH:20]=1, predict the reactants needed to synthesize it. The reactants are: [CH:1]([C:3]1[CH:8]=[N:7][CH:6]=[CH:5][N:4]=1)=[CH2:2].CO[CH2:11][N:12]([CH2:18][C:19]1[CH:24]=[CH:23][CH:22]=[CH:21][CH:20]=1)[CH2:13][Si](C)(C)C. (3) Given the product [OH:25][C:24]1[C:4]2[O:3][C:2]([S:32][CH3:31])=[C:6]([C:7](=[O:20])[C:8]3[CH:13]=[C:12]([O:14][CH3:15])[C:11]([O:16][CH3:17])=[C:10]([O:18][CH3:19])[CH:9]=3)[C:5]=2[CH:21]=[CH:22][C:23]=1[O:29][CH3:30], predict the reactants needed to synthesize it. The reactants are: Br[C:2]1[O:3][C:4]2[C:24]([O:25]C(=O)C)=[C:23]([O:29][CH3:30])[CH:22]=[CH:21][C:5]=2[C:6]=1[C:7](=[O:20])[C:8]1[CH:13]=[C:12]([O:14][CH3:15])[C:11]([O:16][CH3:17])=[C:10]([O:18][CH3:19])[CH:9]=1.[CH3:31][S-:32].[Na+]. (4) Given the product [C:16]1(=[C:8]([C:9]2[CH:14]=[CH:13][C:12]([OH:15])=[CH:11][CH:10]=2)[C:5]2[CH:6]=[CH:7][C:2](/[CH:25]=[CH:24]/[C:23]([O:27][C:28]([CH3:31])([CH3:30])[CH3:29])=[O:26])=[CH:3][C:4]=2[F:22])[CH2:21][CH2:20][CH2:19][CH2:18][CH2:17]1, predict the reactants needed to synthesize it. The reactants are: Br[C:2]1[CH:7]=[CH:6][C:5]([C:8](=[C:16]2[CH2:21][CH2:20][CH2:19][CH2:18][CH2:17]2)[C:9]2[CH:14]=[CH:13][C:12]([OH:15])=[CH:11][CH:10]=2)=[C:4]([F:22])[CH:3]=1.[C:23]([O:27][C:28]([CH3:31])([CH3:30])[CH3:29])(=[O:26])[CH:24]=[CH2:25].CC1C=CC=CC=1P(C1C=CC=CC=1C)C1C=CC=CC=1C.CCN(CC)CC. (5) Given the product [CH2:39]([C:36]1[CH:35]=[N:34][C:12]([N:9]2[CH2:8][CH2:7][CH:6]([C@H:4]3[CH2:5][C@H:3]3[CH2:2][OH:1])[CH2:11][CH2:10]2)=[N:38][CH:37]=1)[CH3:40], predict the reactants needed to synthesize it. The reactants are: [OH:1][CH2:2][C@@H:3]1[CH2:5][C@@H:4]1[CH:6]1[CH2:11][CH2:10][N:9]([C:12](OC(C)(C)C)=O)[CH2:8][CH2:7]1.FC(F)(F)C(O)=O.C(=O)([O-])[O-].[Cs+].[Cs+].ClC1[N:38]=[CH:37][C:36]([CH2:39][CH3:40])=[CH:35][N:34]=1. (6) Given the product [CH2:31]([C:24]1[CH:25]=[CH:26][CH:27]=[C:28]([CH2:29][CH3:30])[C:23]=1[C:4]1[N:3]=[C:2]([NH:36][CH3:35])[C:7]([CH2:8][N:9]([CH3:20])[C@@H:10]2[C:19]3[C:14](=[CH:15][CH:16]=[CH:17][CH:18]=3)[CH2:13][CH2:12][CH2:11]2)=[C:6]([CH2:21][CH3:22])[CH:5]=1)[CH3:32], predict the reactants needed to synthesize it. The reactants are: Cl[C:2]1[C:7]([CH2:8][N:9]([CH3:20])[C@@H:10]2[C:19]3[C:14](=[CH:15][CH:16]=[CH:17][CH:18]=3)[CH2:13][CH2:12][CH2:11]2)=[C:6]([CH2:21][CH3:22])[CH:5]=[C:4]([C:23]2[C:28]([CH2:29][CH3:30])=[CH:27][CH:26]=[CH:25][C:24]=2[CH2:31][CH3:32])[N:3]=1.CN.[CH3:35][N:36]1C(=O)CCC1.O.